Regression. Given a peptide amino acid sequence and an MHC pseudo amino acid sequence, predict their binding affinity value. This is MHC class I binding data. From a dataset of Peptide-MHC class I binding affinity with 185,985 pairs from IEDB/IMGT. (1) The MHC is H-2-Db with pseudo-sequence H-2-Db. The peptide sequence is FNKKTFDH. The binding affinity (normalized) is 0. (2) The peptide sequence is IEGELESLS. The MHC is HLA-B44:03 with pseudo-sequence HLA-B44:03. The binding affinity (normalized) is 0. (3) The peptide sequence is TILGIGTVL. The MHC is HLA-A01:01 with pseudo-sequence HLA-A01:01. The binding affinity (normalized) is 0.